From a dataset of Full USPTO retrosynthesis dataset with 1.9M reactions from patents (1976-2016). Predict the reactants needed to synthesize the given product. (1) Given the product [Br:1][C:2]1[CH:3]=[CH:4][CH:5]=[C:6]2[C:15]=1[C:9]1([CH2:10][CH2:11][NH:12][CH2:13][CH2:14]1)[NH:8][C:7]2=[O:16], predict the reactants needed to synthesize it. The reactants are: [Br:1][C:2]1[CH:3]=[CH:4][CH:5]=[C:6]2[C:15]=1[C:9]1([CH:14]=[CH:13][NH:12][CH2:11][CH2:10]1)[NH:8][C:7]2=[O:16]. (2) Given the product [C:1]([N:9]1[CH2:14][CH2:13][N:12]([C:15](=[O:42])[C:16]([C:18]2[C:26]3[C:21](=[C:22]([C:29]4[N:30]=[CH:31][C:32]([C:35]([NH2:37])=[O:36])=[N:33][CH:34]=4)[N:23]=[CH:24][C:25]=3[O:27][CH3:28])[NH:20][CH:19]=2)=[O:17])[CH2:11][CH2:10]1)(=[O:8])[C:2]1[CH:7]=[CH:6][CH:5]=[CH:4][CH:3]=1, predict the reactants needed to synthesize it. The reactants are: [C:1]([N:9]1[CH2:14][CH2:13][N:12]([C:15](=[O:42])[C:16]([C:18]2[C:26]3[C:21](=[C:22]([C:29]4[N:30]=[CH:31][C:32]([C:35]([NH:37]C(C)(C)C)=[O:36])=[N:33][CH:34]=4)[N:23]=[CH:24][C:25]=3[O:27][CH3:28])[NH:20][CH:19]=2)=[O:17])[CH2:11][CH2:10]1)(=[O:8])[C:2]1[CH:7]=[CH:6][CH:5]=[CH:4][CH:3]=1.S(=O)(=O)(O)O. (3) Given the product [I:1][C:2]1[C:3]2[N:16]([CH3:20])[CH:15]=[CH:14][C:4]=2[C:5]2[C:10]([CH:11]=1)=[N:9][C:8]([NH2:12])=[N:7][C:6]=2[NH2:13], predict the reactants needed to synthesize it. The reactants are: [I:1][C:2]1[C:3]2[NH:16][CH:15]=[CH:14][C:4]=2[C:5]2[C:10]([CH:11]=1)=[N:9][C:8]([NH2:12])=[N:7][C:6]=2[NH2:13].[OH-].[Na+].I[CH3:20]. (4) The reactants are: [NH2:1][CH:2]([C:5]([F:8])([F:7])[F:6])[CH2:3][OH:4].[CH3:9][C:10]([O:13][C:14](O[C:14]([O:13][C:10]([CH3:12])([CH3:11])[CH3:9])=[O:15])=[O:15])([CH3:12])[CH3:11]. Given the product [F:6][C:5]([F:8])([F:7])[CH:2]([NH:1][C:14](=[O:15])[O:13][C:10]([CH3:12])([CH3:11])[CH3:9])[CH2:3][OH:4], predict the reactants needed to synthesize it.